Task: Predict which catalyst facilitates the given reaction.. Dataset: Catalyst prediction with 721,799 reactions and 888 catalyst types from USPTO (1) Product: [CH3:15][N:14]1[CH:9]2[CH2:10][CH2:11][CH:12]1[CH2:13][CH:7]([S:26][C:23]1[CH:24]=[CH:25][C:20]([O:19][CH3:18])=[CH:21][CH:22]=1)[CH2:8]2. Reactant: S(O[CH:7]1[CH2:13][CH:12]2[N:14]([CH3:15])[CH:9]([CH2:10][CH2:11]2)[CH2:8]1)(OC)(=O)=O.[H-].[Na+].[CH3:18][O:19][C:20]1[CH:25]=[CH:24][C:23]([SH:26])=[CH:22][CH:21]=1.O. The catalyst class is: 7. (2) Reactant: CC(OC(/N=N/C(OC(C)C)=O)=O)C.C1(C)C=CC=CC=1.[F:22][C:23]([F:42])([F:41])[O:24][C:25]1[CH:30]=[CH:29][C:28]([C:31]2[CH:32]=[CH:33][C:34]3[O:38][N:37]=[C:36]([OH:39])[C:35]=3[CH:40]=2)=[CH:27][CH:26]=1.C1(P(C2C=CC=CC=2)C2C=CC=CC=2)C=CC=CC=1.[CH3:62][N:63]1[CH:67]=[C:66]([CH2:68]O)[N:65]=[CH:64]1. Product: [CH3:62][N:63]1[CH:67]=[C:66]([CH2:68][O:39][C:36]2[C:35]3[CH:40]=[C:31]([C:28]4[CH:29]=[CH:30][C:25]([O:24][C:23]([F:22])([F:41])[F:42])=[CH:26][CH:27]=4)[CH:32]=[CH:33][C:34]=3[O:38][N:37]=2)[N:65]=[CH:64]1. The catalyst class is: 1.